This data is from Forward reaction prediction with 1.9M reactions from USPTO patents (1976-2016). The task is: Predict the product of the given reaction. (1) Given the reactants [C:1]([O:5][C:6]([N:8]1[CH2:13][CH2:12][N:11]([CH2:14][C:15]2[CH:20]=[C:19]([NH2:21])[C:18]([C:22](=[O:37])[NH:23][CH2:24][C:25]3[CH:30]=[C:29]([Cl:31])[CH:28]=[CH:27][C:26]=3[S:32]([CH2:35][CH3:36])(=[O:34])=[O:33])=[CH:17][C:16]=2[O:38][C:39]([F:42])([F:41])[F:40])[CH2:10][CH2:9]1)=[O:7])([CH3:4])([CH3:3])[CH3:2].ClC1C(C2OCCO2)=C(OC(F)(F)F)C=C2C=1N[C:51](=[O:54])N(CC1C=C(Cl)C=CC=1S(CC)(=O)=O)C2=O, predict the reaction product. The product is: [C:1]([O:5][C:6]([N:8]1[CH2:13][CH2:12][N:11]([CH2:14][C:15]2[CH:20]=[C:19]3[C:18]([C:22](=[O:37])[N:23]([CH2:24][C:25]4[CH:30]=[C:29]([Cl:31])[CH:28]=[CH:27][C:26]=4[S:32]([CH2:35][CH3:36])(=[O:34])=[O:33])[C:51](=[O:54])[NH:21]3)=[CH:17][C:16]=2[O:38][C:39]([F:42])([F:41])[F:40])[CH2:10][CH2:9]1)=[O:7])([CH3:2])([CH3:3])[CH3:4]. (2) The product is: [F:34][C:33]([F:36])([F:35])[C:29]([OH:38])=[O:37].[NH2:1][C:4]1[CH:9]=[CH:8][C:7](/[CH:10]=[CH:11]\[C:12]2[N:17]=[C:16]([NH2:18])[N:15]=[C:14]([NH:19][C:20]3[CH:21]=[CH:22][C:23]([O:26][C:27]4[CH:32]=[CH:31][N:30]=[C:29]([C:33]([F:35])([F:36])[F:34])[CH:28]=4)=[CH:24][CH:25]=3)[CH:13]=2)=[CH:6][CH:5]=1. Given the reactants [N+:1]([C:4]1[CH:9]=[CH:8][C:7](/[CH:10]=[CH:11]/[C:12]2[N:17]=[C:16]([NH2:18])[N:15]=[C:14]([NH:19][C:20]3[CH:25]=[CH:24][C:23]([O:26][C:27]4[CH:32]=[CH:31][N:30]=[C:29]([C:33]([F:36])([F:35])[F:34])[CH:28]=4)=[CH:22][CH:21]=3)[CH:13]=2)=[CH:6][CH:5]=1)([O-])=O.[OH2:37].[OH2:38].Cl[Sn]Cl, predict the reaction product. (3) Given the reactants [F:1][C:2]([F:10])([F:9])[C:3]1[N:4]=[C:5]([NH2:8])[S:6][CH:7]=1.[C:11]12([C:21](O)=[O:22])[CH2:20][CH:15]3[CH2:16][CH:17]([CH2:19][CH:13]([CH2:14]3)[CH2:12]1)[CH2:18]2, predict the reaction product. The product is: [F:1][C:2]([F:10])([F:9])[C:3]1[NH:4]/[C:5](=[N:8]/[C:21]([C:11]23[CH2:20][CH:15]4[CH2:14][CH:13]([CH2:19][CH:17]([CH2:16]4)[CH2:18]2)[CH2:12]3)=[O:22])/[S:6][CH:7]=1.